Dataset: Full USPTO retrosynthesis dataset with 1.9M reactions from patents (1976-2016). Task: Predict the reactants needed to synthesize the given product. Given the product [F:18][C:3]1[C:4]([F:17])=[C:5]([N:8]2[CH2:13][CH2:12][N:11]([CH2:14][CH2:15][OH:42])[CH2:10][CH2:9]2)[CH:6]=[CH:7][C:2]=1[NH:1][C:20]1[N:29]=[CH:28][C:27]2[C:22](=[C:23]([C:30]3[CH:31]=[C:32]([NH:36][C:37](=[O:40])[CH:38]=[CH2:39])[CH:33]=[CH:34][CH:35]=3)[CH:24]=[CH:25][CH:26]=2)[N:21]=1, predict the reactants needed to synthesize it. The reactants are: [NH2:1][C:2]1[CH:7]=[CH:6][C:5]([N:8]2[CH2:13][CH2:12][N:11]([CH:14](O)[CH3:15])[CH2:10][CH2:9]2)=[C:4]([F:17])[C:3]=1[F:18].Cl[C:20]1[N:29]=[CH:28][C:27]2[C:22](=[C:23]([C:30]3[CH:31]=[C:32]([NH:36][C:37](=[O:40])[CH:38]=[CH2:39])[CH:33]=[CH:34][CH:35]=3)[CH:24]=[CH:25][CH:26]=2)[N:21]=1.C(O)(C(F)(F)F)=[O:42].